From a dataset of Full USPTO retrosynthesis dataset with 1.9M reactions from patents (1976-2016). Predict the reactants needed to synthesize the given product. (1) Given the product [CH2:34]([O:41][C@@H:42]1[C@@H:47]([O:48][CH2:49][C:50]2[CH:55]=[CH:54][CH:53]=[CH:52][CH:51]=2)[C@@H:46]([O:56][CH2:57][C:58]2[CH:59]=[CH:60][CH:61]=[CH:62][CH:63]=2)[C@@H:45]([CH2:64][O:65][CH2:66][C:67]2[CH:68]=[CH:69][CH:70]=[CH:71][CH:72]=2)[O:44][C:43]1([C:13]1[C:22]2[C:17](=[CH:18][CH:19]=[CH:20][CH:21]=2)[CH:16]=[C:15]([CH2:23][C:24]2[S:28][C:27]3[CH:29]=[CH:30][C:31]([F:33])=[CH:32][C:26]=3[CH:25]=2)[CH:14]=1)[OH:73])[C:35]1[CH:40]=[CH:39][CH:38]=[CH:37][CH:36]=1, predict the reactants needed to synthesize it. The reactants are: CCCCCC.C([Li])CCC.Br[C:13]1[C:22]2[C:17](=[CH:18][CH:19]=[CH:20][CH:21]=2)[CH:16]=[C:15]([CH2:23][C:24]2[S:28][C:27]3[CH:29]=[CH:30][C:31]([F:33])=[CH:32][C:26]=3[CH:25]=2)[CH:14]=1.[CH2:34]([O:41][CH:42]1[CH:47]([O:48][CH2:49][C:50]2[CH:55]=[CH:54][CH:53]=[CH:52][CH:51]=2)[CH:46]([O:56][CH2:57][C:58]2[CH:63]=[CH:62][CH:61]=[CH:60][CH:59]=2)[CH:45]([CH2:64][O:65][CH2:66][C:67]2[CH:72]=[CH:71][CH:70]=[CH:69][CH:68]=2)[O:44][C:43]1=[O:73])[C:35]1[CH:40]=[CH:39][CH:38]=[CH:37][CH:36]=1.[Cl-].[NH4+]. (2) Given the product [CH:41]([Si:34]([CH:35]([CH3:37])[CH3:36])([CH:38]([CH3:40])[CH3:39])[O:33][CH2:32][CH2:31][N:28]1[CH2:27][CH2:26][N:25]([C:22]2[N:20]3[CH:21]=[C:16]([O:12][C@H:5]4[C:6]5[C:11](=[CH:10][CH:9]=[CH:8][CH:7]=5)[C@@H:2]([NH2:1])[CH2:3][CH2:4]4)[CH:17]=[CH:18][C:19]3=[N:24][N:23]=2)[CH2:30][CH2:29]1)([CH3:42])[CH3:43], predict the reactants needed to synthesize it. The reactants are: [NH2:1][C@@H:2]1[C:11]2[C:6](=[CH:7][CH:8]=[CH:9][CH:10]=2)[C@H:5]([OH:12])[CH2:4][CH2:3]1.[H-].[Na+].F[C:16]1[CH:17]=[CH:18][C:19]2[N:20]([C:22]([N:25]3[CH2:30][CH2:29][N:28]([CH2:31][CH2:32][O:33][Si:34]([CH:41]([CH3:43])[CH3:42])([CH:38]([CH3:40])[CH3:39])[CH:35]([CH3:37])[CH3:36])[CH2:27][CH2:26]3)=[N:23][N:24]=2)[CH:21]=1.